Dataset: Forward reaction prediction with 1.9M reactions from USPTO patents (1976-2016). Task: Predict the product of the given reaction. (1) Given the reactants [C:1]1([C:7]2[C:8]([C:12]([OH:14])=O)=[N:9][NH:10][CH:11]=2)[CH:6]=[CH:5][CH:4]=[CH:3][CH:2]=1.[NH2:15][C:16]1[CH:21]=[CH:20][CH:19]=[CH:18][CH:17]=1.CCN=C=NCCCN(C)C.C1C=CC2N(O)N=NC=2C=1, predict the reaction product. The product is: [C:16]1([NH:15][C:12]([C:8]2[C:7]([C:1]3[CH:2]=[CH:3][CH:4]=[CH:5][CH:6]=3)=[CH:11][NH:10][N:9]=2)=[O:14])[CH:21]=[CH:20][CH:19]=[CH:18][CH:17]=1. (2) Given the reactants [Cl:1][C:2]1[C:7]([S:8]([CH3:11])(=[O:10])=[O:9])=[CH:6][C:5]([C:12]2[N:13]([C:33]([N:35]3[CH2:40][CH2:39][N:38]([CH2:41][CH2:42][CH2:43][S:44]([CH3:47])(=[O:46])=[O:45])[CH2:37][CH2:36]3)=[O:34])[C@@:14]([C:26]3[CH:31]=[CH:30][C:29]([Cl:32])=[CH:28][CH:27]=3)([CH3:25])[C@@:15]([C:18]3[CH:23]=[CH:22][C:21]([Cl:24])=[CH:20][CH:19]=3)([CH3:17])[N:16]=2)=[C:4]([OH:48])[CH:3]=1.[F:49][CH2:50][CH2:51]I, predict the reaction product. The product is: [Cl:1][C:2]1[C:7]([S:8]([CH3:11])(=[O:9])=[O:10])=[CH:6][C:5]([C:12]2[N:13]([C:33]([N:35]3[CH2:40][CH2:39][N:38]([CH2:41][CH2:42][CH2:43][S:44]([CH3:47])(=[O:46])=[O:45])[CH2:37][CH2:36]3)=[O:34])[C@@:14]([C:26]3[CH:31]=[CH:30][C:29]([Cl:32])=[CH:28][CH:27]=3)([CH3:25])[C@@:15]([C:18]3[CH:19]=[CH:20][C:21]([Cl:24])=[CH:22][CH:23]=3)([CH3:17])[N:16]=2)=[C:4]([O:48][CH2:51][CH2:50][F:49])[CH:3]=1. (3) Given the reactants [CH:1]1([C:4]2[N:8](CC3C=CC(OC)=CC=3)[N:7]=[C:6]([C:18]3[N:23]=[C:22]([NH:24][C:25]4[CH:30]=[CH:29][N:28]=[CH:27][CH:26]=4)[C:21]([O:31][CH3:32])=[CH:20][N:19]=3)[C:5]=2[CH3:33])[CH2:3][CH2:2]1.FC(F)(F)C(O)=O.FC(F)(F)S(O)(=O)=O.[OH-].[Na+], predict the reaction product. The product is: [CH:1]1([C:4]2[NH:8][N:7]=[C:6]([C:18]3[N:23]=[C:22]([NH:24][C:25]4[CH:30]=[CH:29][N:28]=[CH:27][CH:26]=4)[C:21]([O:31][CH3:32])=[CH:20][N:19]=3)[C:5]=2[CH3:33])[CH2:3][CH2:2]1. (4) Given the reactants OC1C(=O)NN=C(CCC2C=CC=CC=2)C=1.C([O:24][C:25]1[N:26]=[N:27][C:28]([C:39]#[C:40][C:41]2[CH:46]=[CH:45][CH:44]=[C:43]([O:47][CH:48]([F:50])[F:49])[CH:42]=2)=[CH:29][C:30]=1[O:31]CC1C=CC=CC=1)C1C=CC=CC=1.O1CCCC1, predict the reaction product. The product is: [F:50][CH:48]([F:49])[O:47][C:43]1[CH:42]=[C:41]([CH:46]=[CH:45][CH:44]=1)[CH2:40][CH2:39][C:28]1[CH:29]=[C:30]([OH:31])[C:25](=[O:24])[NH:26][N:27]=1. (5) The product is: [F:26][C:23]1[CH:24]=[CH:25][C:20]([CH2:19][CH:16]2[CH2:17][CH2:18][N:13]([C:11](=[O:12])[C:10]([NH:9][C:5]3[CH:6]=[CH:7][CH:8]=[C:3]([C:1]4[NH:30][N:29]=[N:28][N:2]=4)[CH:4]=3)=[O:27])[CH2:14][CH2:15]2)=[CH:21][CH:22]=1. Given the reactants [C:1]([C:3]1[CH:4]=[C:5]([NH:9][C:10](=[O:27])[C:11]([N:13]2[CH2:18][CH2:17][CH:16]([CH2:19][C:20]3[CH:25]=[CH:24][C:23]([F:26])=[CH:22][CH:21]=3)[CH2:15][CH2:14]2)=[O:12])[CH:6]=[CH:7][CH:8]=1)#[N:2].[N:28](C[Sn])=[N+:29]=[N-:30], predict the reaction product. (6) Given the reactants [C:1]([O:5][C:6]([NH:8][CH2:9][C:10]1[CH:11]=[C:12]([CH2:26][C:27]([O:29][CH3:30])=[O:28])[CH:13]=[CH:14][C:15]=1[O:16][C:17]1[CH:22]=[CH:21][C:20]([N+:23]([O-])=O)=[CH:19][CH:18]=1)=[O:7])([CH3:4])([CH3:3])[CH3:2].[Cl-].[NH4+], predict the reaction product. The product is: [NH2:23][C:20]1[CH:19]=[CH:18][C:17]([O:16][C:15]2[CH:14]=[CH:13][C:12]([CH2:26][C:27]([O:29][CH3:30])=[O:28])=[CH:11][C:10]=2[CH2:9][NH:8][C:6]([O:5][C:1]([CH3:2])([CH3:3])[CH3:4])=[O:7])=[CH:22][CH:21]=1.